From a dataset of Forward reaction prediction with 1.9M reactions from USPTO patents (1976-2016). Predict the product of the given reaction. (1) Given the reactants [CH3:1][O:2][C:3]1[CH:4]=[C:5]([C:9]#[C:10][C:11]2[CH:27]=[CH:26][C:14]3[S:15][C:16]([C:19]4[CH:24]=[CH:23][N:22]=[C:21]([NH2:25])[N:20]=4)=[C:17]([CH3:18])[C:13]=3[CH:12]=2)[CH:6]=[CH:7][CH:8]=1, predict the reaction product. The product is: [CH3:1][O:2][C:3]1[CH:4]=[C:5]([CH:6]=[CH:7][CH:8]=1)[CH2:9][CH2:10][C:11]1[CH:27]=[CH:26][C:14]2[S:15][C:16]([C:19]3[CH:24]=[CH:23][N:22]=[C:21]([NH2:25])[N:20]=3)=[C:17]([CH3:18])[C:13]=2[CH:12]=1. (2) Given the reactants [N:1]1[C:5]2[CH:6]=[CH:7][C:8]([NH2:10])=[CH:9][C:4]=2[NH:3][CH:2]=1.[Cl:11][C:12]1[CH:17]=[CH:16][CH:15]=[CH:14][C:13]=1[CH2:18][N:19]=[C:20]=[S:21], predict the reaction product. The product is: [Cl:11][C:12]1[CH:17]=[CH:16][CH:15]=[CH:14][C:13]=1[CH2:18][NH:19][C:20]([NH:10][C:8]1[CH:7]=[CH:6][C:5]2[NH:1][CH:2]=[N:3][C:4]=2[CH:9]=1)=[S:21]. (3) Given the reactants O=[C:2]([CH3:12])[CH2:3][P:4](=[O:11])([O:8][CH2:9][CH3:10])[O:5][CH2:6][CH3:7].[C:13]([C:15]1[CH:22]=[CH:21][C:18]([CH:19]=O)=[CH:17][CH:16]=1)#[N:14].[F:23][C:24]([F:36])([F:35])[C:25]1[CH:26]=[C:27]([NH:31][C:32]([NH2:34])=[O:33])[CH:28]=[CH:29][CH:30]=1, predict the reaction product. The product is: [C:13]([C:15]1[CH:22]=[CH:21][C:18]([CH:19]2[C:3]([P:4](=[O:11])([O:8][CH2:9][CH3:10])[O:5][CH2:6][CH3:7])=[C:2]([CH3:12])[N:31]([C:27]3[CH:28]=[CH:29][CH:30]=[C:25]([C:24]([F:35])([F:36])[F:23])[CH:26]=3)[C:32](=[O:33])[NH:34]2)=[CH:17][CH:16]=1)#[N:14]. (4) The product is: [CH2:23]([O:12][C:11](=[O:13])[CH2:10][CH2:9][CH2:8][O:7][C:6]1[CH:14]=[C:15]([N+:16]([O-:18])=[O:17])[C:3]([CH2:2][OH:1])=[CH:4][C:5]=1[O:19][CH3:20])[CH:22]=[CH2:21]. Given the reactants [OH:1][CH2:2][C:3]1[C:15]([N+:16]([O-:18])=[O:17])=[CH:14][C:6]([O:7][CH2:8][CH2:9][CH2:10][C:11]([OH:13])=[O:12])=[C:5]([O:19][CH3:20])[CH:4]=1.[CH2:21](O)[CH:22]=[CH2:23], predict the reaction product. (5) Given the reactants [C:1](Cl)(=O)[C:2]([Cl:4])=[O:3].C1(C)C=CC=CC=1.[CH2:14]([O:25][C:26]1[CH:27]=C([CH:32]=[CH:33][CH:34]=1)C(O)=O)[CH2:15][CH2:16][CH2:17][CH2:18][CH2:19][CH2:20][CH2:21][CH2:22][CH2:23][CH3:24], predict the reaction product. The product is: [CH2:14]([O:25][C:26]1[CH:27]=[C:1]([CH:32]=[CH:33][CH:34]=1)[C:2]([Cl:4])=[O:3])[CH2:15][CH2:16][CH2:17][CH2:18][CH2:19][CH2:20][CH2:21][CH2:22][CH2:23][CH3:24]. (6) Given the reactants [CH2:1]([O:8][C:9]1[CH:13]=[C:12]([C:14](OC)=[O:15])[N:11]([C:18]2[CH:23]=[CH:22][CH:21]=[CH:20][CH:19]=2)[N:10]=1)[C:2]1[CH:7]=[CH:6][CH:5]=[CH:4][CH:3]=1.[H-].[Al+3].[Li+].[H-].[H-].[H-].O.O.O.O.O.O.O.O.O.O.[O-]S([O-])(=O)=O.[Na+].[Na+], predict the reaction product. The product is: [CH2:1]([O:8][C:9]1[CH:13]=[C:12]([CH2:14][OH:15])[N:11]([C:18]2[CH:23]=[CH:22][CH:21]=[CH:20][CH:19]=2)[N:10]=1)[C:2]1[CH:3]=[CH:4][CH:5]=[CH:6][CH:7]=1. (7) Given the reactants [NH2:1][C:2]1[CH:3]=[CH:4][C:5]([F:12])=[C:6]([CH:11]=1)[C:7]([O:9][CH3:10])=[O:8].[F:13][C:14]1[CH:19]=[CH:18][CH:17]=[C:16]([F:20])[C:15]=1[S:21](Cl)(=[O:23])=[O:22], predict the reaction product. The product is: [F:13][C:14]1[CH:19]=[CH:18][CH:17]=[C:16]([F:20])[C:15]=1[S:21]([NH:1][C:2]1[CH:3]=[CH:4][C:5]([F:12])=[C:6]([CH:11]=1)[C:7]([O:9][CH3:10])=[O:8])(=[O:23])=[O:22]. (8) Given the reactants [Cl:1][C:2]1[C:11]2[C:10](=[O:12])[NH:9][C@H:8]3[CH2:13][N:14](C(OC(C)(C)C)=O)[CH2:15][C@@H:7]3[C:6]=2[CH:5]=[CH:4][CH:3]=1.ClC1C2C(=O)N[C@@H]3CN(C(OC(C)(C)C)=O)C[C@H]3C=2C=CC=1.[H][H], predict the reaction product. The product is: [ClH:1].[CH2:15]1[C@H:7]2[C@@H:8]([NH:9][C:10](=[O:12])[C:11]3[CH:2]=[CH:3][CH:4]=[CH:5][C:6]=32)[CH2:13][NH:14]1. (9) Given the reactants [Br-].[Br:2][C:3]1[CH:28]=[CH:27][C:6]([CH2:7][P+](C2C=CC=CC=2)(C2C=CC=CC=2)C2C=CC=CC=2)=[CH:5][CH:4]=1.[Br:29][C:30]1[CH:37]=[CH:36][C:33]([CH:34]=O)=[CH:32][CH:31]=1.CC(C)([O-])C.[K+], predict the reaction product. The product is: [Br:29][C:30]1[CH:37]=[CH:36][C:33](/[CH:34]=[CH:7]/[C:6]2[CH:5]=[CH:4][C:3]([Br:2])=[CH:28][CH:27]=2)=[CH:32][CH:31]=1.